This data is from Full USPTO retrosynthesis dataset with 1.9M reactions from patents (1976-2016). The task is: Predict the reactants needed to synthesize the given product. (1) Given the product [Cl:1][C:2]1[CH:3]=[CH:4][C:5]([C:8]2[CH:16]=[CH:15][CH:14]=[C:13]3[C:9]=2[C:10](=[CH:33][C:20]2[NH:21][CH:22]=[C:23]([C:24]([N:26]4[CH2:27][CH2:28][N:29]([CH3:32])[CH2:30][CH2:31]4)=[O:25])[C:19]=2[CH3:18])[C:11](=[O:17])[NH:12]3)=[CH:6][CH:7]=1, predict the reactants needed to synthesize it. The reactants are: [Cl:1][C:2]1[CH:7]=[CH:6][C:5]([C:8]2[CH:16]=[CH:15][CH:14]=[C:13]3[C:9]=2[CH2:10][C:11](=[O:17])[NH:12]3)=[CH:4][CH:3]=1.[CH3:18][C:19]1[C:23]([C:24]([N:26]2[CH2:31][CH2:30][N:29]([CH3:32])[CH2:28][CH2:27]2)=[O:25])=[CH:22][NH:21][C:20]=1[CH:33]=O. (2) Given the product [CH:1]1([C:6]2[N:10]([C:11]3[CH:16]=[CH:15][CH:14]=[CH:13][C:12]=3[F:17])[N:9]=[N:8][C:7]=2[C:18]2[O:20][N:25]=[C:24]([C:23]3[CH:28]=[C:29]([F:32])[CH:30]=[CH:31][C:22]=3[F:21])[N:26]=2)[CH2:2][CH2:3][CH2:4][CH2:5]1, predict the reactants needed to synthesize it. The reactants are: [CH:1]1([C:6]2[N:10]([C:11]3[CH:16]=[CH:15][CH:14]=[CH:13][C:12]=3[F:17])[N:9]=[N:8][C:7]=2[C:18]([OH:20])=O)[CH2:5][CH2:4][CH2:3][CH2:2]1.[F:21][C:22]1[CH:31]=[CH:30][C:29]([F:32])=[CH:28][C:23]=1[C:24](=[N:26]O)[NH2:25].